Task: Regression/Classification. Given a drug SMILES string, predict its absorption, distribution, metabolism, or excretion properties. Task type varies by dataset: regression for continuous measurements (e.g., permeability, clearance, half-life) or binary classification for categorical outcomes (e.g., BBB penetration, CYP inhibition). Dataset: b3db_classification.. Dataset: Blood-brain barrier permeability classification from the B3DB database (1) The compound is O=C1C[C@@H](c2cccc(Br)c2)C(=O)N1. The result is 1 (penetrates BBB). (2) The result is 1 (penetrates BBB). The compound is C=CC1CC2CCC1CC2C(O)c1ccnc2ccc(OC)cc12. (3) The compound is Cc1cc(C)c(=O)[nH]n1. The result is 1 (penetrates BBB). (4) The compound is CC12CCC3C(CCC4=CC(=O)C=CC43C)C1CCC(=O)O2. The result is 0 (does not penetrate BBB). (5) The molecule is C=CCSCC(=O)NC1C(=O)N2C1SC(C)(C)C2C(=O)O. The result is 0 (does not penetrate BBB).